This data is from Full USPTO retrosynthesis dataset with 1.9M reactions from patents (1976-2016). The task is: Predict the reactants needed to synthesize the given product. (1) The reactants are: [BH4-].[Na+].[CH3:3][N:4]([CH3:16])[C:5]1[CH:6]=[C:7]([CH:10]=[C:11]([N:13]([CH3:15])[CH3:14])[CH:12]=1)[C:8]#[N:9].Cl. Given the product [NH2:9][CH2:8][C:7]1[CH:6]=[C:5]([N:4]([CH3:16])[CH3:3])[CH:12]=[C:11]([N:13]([CH3:14])[CH3:15])[CH:10]=1, predict the reactants needed to synthesize it. (2) The reactants are: Br[C:2]1[CH:7]=[CH:6][C:5]([N:8]([C:13]2[C:32]([CH:33]3[CH2:35][CH2:34]3)=[CH:31][C:16]3[C:17]([C:27]([NH:29][CH3:30])=[O:28])=[C:18]([C:20]4[CH:25]=[CH:24][C:23]([F:26])=[CH:22][CH:21]=4)[O:19][C:15]=3[CH:14]=2)[S:9]([CH3:12])(=[O:11])=[O:10])=[CH:4][C:3]=1[CH2:36][O:37][CH2:38][O:39][CH3:40].C([O-])(=O)C.[K+].[B:46]1([B:46]2[O:50][C:49]([CH3:52])([CH3:51])[C:48]([CH3:54])([CH3:53])[O:47]2)[O:50][C:49]([CH3:52])([CH3:51])[C:48]([CH3:54])([CH3:53])[O:47]1. Given the product [CH:33]1([C:32]2[C:13]([N:8]([C:5]3[CH:6]=[CH:7][C:2]([B:46]4[O:50][C:49]([CH3:52])([CH3:51])[C:48]([CH3:54])([CH3:53])[O:47]4)=[C:3]([CH2:36][O:37][CH2:38][O:39][CH3:40])[CH:4]=3)[S:9]([CH3:12])(=[O:11])=[O:10])=[CH:14][C:15]3[O:19][C:18]([C:20]4[CH:25]=[CH:24][C:23]([F:26])=[CH:22][CH:21]=4)=[C:17]([C:27]([NH:29][CH3:30])=[O:28])[C:16]=3[CH:31]=2)[CH2:35][CH2:34]1, predict the reactants needed to synthesize it. (3) Given the product [CH3:12][C:4]([CH3:11])([CH2:3][CH:2]=[O:1])[CH2:5][C:6]([O:8][CH2:9][CH3:10])=[O:7], predict the reactants needed to synthesize it. The reactants are: [OH:1][CH2:2][CH2:3][C:4]([CH3:12])([CH3:11])[CH2:5][C:6]([O:8][CH2:9][CH3:10])=[O:7].CC(OI1(OC(C)=O)(OC(C)=O)OC(=O)C2C=CC=CC1=2)=O. (4) Given the product [O:1]1[CH2:6][CH2:5][CH:4]([CH:7]2[C:16]3[C:11](=[CH:12][CH:13]=[CH:14][CH:15]=3)[NH:10][CH2:9][CH2:8]2)[CH2:3][CH2:2]1, predict the reactants needed to synthesize it. The reactants are: [O:1]1[CH2:6][CH2:5][CH:4]([CH:7]2[C:16]3[C:11](=[CH:12][CH:13]=[CH:14][CH:15]=3)[NH:10][C:9](=O)[CH2:8]2)[CH2:3][CH2:2]1.O1CCCC1.B. (5) Given the product [OH:41][N:34]=[CH:36][NH:1][C:2]1[CH:3]=[CH:4][C:5]([CH2:8][N:9]2[C:17]3[C:12](=[CH:13][CH:14]=[CH:15][CH:16]=3)[C:11]3([C:29]4[C:20](=[CH:21][C:22]5[O:27][CH2:26][CH2:25][O:24][C:23]=5[CH:28]=4)[O:19][CH2:18]3)[C:10]2=[O:30])=[CH:6][N:7]=1, predict the reactants needed to synthesize it. The reactants are: [NH2:1][C:2]1[N:7]=[CH:6][C:5]([CH2:8][N:9]2[C:17]3[C:12](=[CH:13][CH:14]=[CH:15][CH:16]=3)[C:11]3([C:29]4[C:20](=[CH:21][C:22]5[O:27][CH2:26][CH2:25][O:24][C:23]=5[CH:28]=4)[O:19][CH2:18]3)[C:10]2=[O:30])=[CH:4][CH:3]=1.COC(OC)[N:34]([CH3:36])C.Cl.N[OH:41].